Dataset: Full USPTO retrosynthesis dataset with 1.9M reactions from patents (1976-2016). Task: Predict the reactants needed to synthesize the given product. (1) Given the product [NH2:39][C:40]([CH3:73])([CH3:72])[CH2:41][CH:42]1[CH2:47][CH2:46][CH:45]([C:48]2[S:49][C:50]([C:53]3[CH:58]=[CH:57][C:56]([NH:59][C:60]([NH:62][C:63]4[CH:68]=[C:67]([F:69])[C:66]([F:70])=[CH:65][C:64]=4[F:71])=[O:61])=[CH:55][CH:54]=3)=[CH:51][N:52]=2)[CH2:44][CH2:43]1, predict the reactants needed to synthesize it. The reactants are: NC(C1CCC(C2SC(C3C=CC(NC(NC4C=C(F)C(F)=CC=4F)=O)=CC=3)=CN=2)CC1)(C)C.ClCC([NH:39][C:40]([CH3:73])([CH3:72])[CH2:41][CH:42]1[CH2:47][CH2:46][CH:45]([C:48]2[S:49][C:50]([C:53]3[CH:58]=[CH:57][C:56]([NH:59][C:60]([NH:62][C:63]4[CH:68]=[C:67]([F:69])[C:66]([F:70])=[CH:65][C:64]=4[F:71])=[O:61])=[CH:55][CH:54]=3)=[CH:51][N:52]=2)[CH2:44][CH2:43]1)=O.NC(N)=S. (2) Given the product [Cl:28][C:29]1[N:30]=[C:31]([N:40]2[CH2:41][CH2:42][O:43][CH2:44][CH2:45]2)[C:32]2[S:37][C:36]([CH2:38][O:39][CH2:17][C:16]3[CH:27]=[N:22][CH:12]=[CH:13][CH:14]=3)=[CH:35][C:33]=2[N:34]=1, predict the reactants needed to synthesize it. The reactants are: N1C2C(=C(C3N=[C:12]([N:22]4[CH2:27]COCC4)[C:13]4S[C:17](COC)=[CH:16][C:14]=4N=3)C=CC=2)C=N1.[Cl:28][C:29]1[N:30]=[C:31]([N:40]2[CH2:45][CH2:44][O:43][CH2:42][CH2:41]2)[C:32]2[S:37][C:36]([CH2:38][OH:39])=[CH:35][C:33]=2[N:34]=1.N1C=CC=C(CCl)C=1. (3) Given the product [Cl:21][C:19]1[CH:18]=[N:17][C:5]2=[N:6][C:7]([N:8]3[CH2:13][CH2:12][N:11]4[CH2:14][CH2:15][CH2:16][CH:10]4[CH2:9]3)=[C:2]([NH:23][NH2:24])[N:3]=[C:4]2[CH:20]=1, predict the reactants needed to synthesize it. The reactants are: Cl[C:2]1[N:3]=[C:4]2[CH:20]=[C:19]([Cl:21])[CH:18]=[N:17][C:5]2=[N:6][C:7]=1[N:8]1[CH2:13][CH2:12][N:11]2[CH2:14][CH2:15][CH2:16][CH:10]2[CH2:9]1.O.[NH2:23][NH2:24]. (4) Given the product [NH2:1][C:2]1[CH:7]=[CH:6][C:5]([CH2:8][CH2:9][N:10]2[CH2:11][CH2:12][C:13]3([CH2:24][C:23](=[O:25])[C:22]4[C:17](=[CH:18][CH:19]=[C:20](/[CH:26]=[CH:27]/[C:28]([NH:31][O:32][CH:33]5[CH2:38][CH2:37][CH2:36][CH2:35][O:34]5)=[O:29])[CH:21]=4)[O:16]3)[CH2:14][CH2:15]2)=[CH:4][CH:3]=1, predict the reactants needed to synthesize it. The reactants are: [NH2:1][C:2]1[CH:7]=[CH:6][C:5]([CH2:8][CH2:9][N:10]2[CH2:15][CH2:14][C:13]3([CH2:24][C:23](=[O:25])[C:22]4[C:17](=[CH:18][CH:19]=[C:20](/[CH:26]=[CH:27]/[C:28](O)=[O:29])[CH:21]=4)[O:16]3)[CH2:12][CH2:11]2)=[CH:4][CH:3]=1.[NH2:31][O:32][CH:33]1[CH2:38][CH2:37][CH2:36][CH2:35][O:34]1. (5) The reactants are: [Cl-].COC1N=C(OC)N=C([N+]2(C)CCOCC2)N=1.[CH3:19][N:20]1[C:24]([C:25](O)=[O:26])=[C:23]([C:28]([F:31])([F:30])[F:29])[C:22]([C:32]([F:38])([F:37])[C:33]([F:36])([F:35])[F:34])=[N:21]1.[NH2:39][C:40]1[CH:41]=[CH:42][C:43]([Cl:55])=[C:44]([CH:54]=1)[CH2:45][NH:46][C:47](=[O:53])[O:48][C:49]([CH3:52])([CH3:51])[CH3:50].O. Given the product [Cl:55][C:43]1[CH:42]=[CH:41][C:40]([NH:39][C:25]([C:24]2[N:20]([CH3:19])[N:21]=[C:22]([C:32]([F:37])([F:38])[C:33]([F:35])([F:36])[F:34])[C:23]=2[C:28]([F:30])([F:31])[F:29])=[O:26])=[CH:54][C:44]=1[CH2:45][NH:46][C:47](=[O:53])[O:48][C:49]([CH3:50])([CH3:51])[CH3:52], predict the reactants needed to synthesize it. (6) Given the product [Cl:2][CH2:3][CH2:4][N:5]([C:14]([NH:11][C:12]1[CH:13]=[CH:41][C:40]([OH:43])=[CH:39][CH:38]=1)=[O:18])[CH2:6][CH2:7][Cl:8], predict the reactants needed to synthesize it. The reactants are: Cl.[Cl:2][CH2:3][CH2:4][NH:5][CH2:6][CH2:7][Cl:8].C([N:11]([CH2:14]C)[CH2:12][CH3:13])C.ClC(OCC)=[O:18].ClC(OC)=S.ClCCNCCCl.NCCC1C=[CH:41][C:40]([OH:43])=[CH:39][CH:38]=1. (7) The reactants are: FC(F)(F)C(O)=O.FC(F)(F)C(O)=O.[NH2:15][CH2:16][CH2:17][N:18]1[CH2:23][CH2:22][N:21]([C:24]2[C:25]3[S:32][C:31]([C:33]([NH2:35])=[O:34])=[CH:30][C:26]=3[N:27]=[CH:28][N:29]=2)[CH2:20][CH2:19]1.C(=O)([O-])[O-].[Na+].[Na+].[C:42](Cl)(=[O:47])[C:43]([CH3:46])([CH3:45])[CH3:44]. Given the product [C:42]([NH:15][CH2:16][CH2:17][N:18]1[CH2:23][CH2:22][N:21]([C:24]2[C:25]3[S:32][C:31]([C:33]([NH2:35])=[O:34])=[CH:30][C:26]=3[N:27]=[CH:28][N:29]=2)[CH2:20][CH2:19]1)(=[O:47])[C:43]([CH3:46])([CH3:45])[CH3:44], predict the reactants needed to synthesize it. (8) Given the product [Cl:8][C:5]1[CH:6]=[CH:7][C:2]([N:12]2[CH2:13][CH2:14][CH:15]([CH2:18][CH2:19][N:20]3[CH2:25][CH2:24][CH2:23][CH2:22][CH2:21]3)[CH2:16][CH2:17]2)=[C:3]([N+:9]([O-:11])=[O:10])[CH:4]=1, predict the reactants needed to synthesize it. The reactants are: Cl[C:2]1[CH:7]=[CH:6][C:5]([Cl:8])=[CH:4][C:3]=1[N+:9]([O-:11])=[O:10].[NH:12]1[CH2:17][CH2:16][CH:15]([CH2:18][CH2:19][N:20]2[CH2:25][CH2:24][CH2:23][CH2:22][CH2:21]2)[CH2:14][CH2:13]1. (9) Given the product [C:36]([O:40][C:41](=[O:42])[NH:43][CH:44]([C:6](=[O:28])[NH:7][C@@H:8]([CH2:21][C:22]1[CH:23]=[CH:24][CH:25]=[CH:26][CH:27]=1)[CH:9]([C:11](=[O:20])[NH:12][CH2:13][C:14]1[CH:15]=[CH:16][CH:17]=[CH:18][CH:19]=1)[OH:10])[CH2:48][CH:49]1[CH2:50][CH2:51][O:52][CH2:53][CH2:54]1)([CH3:39])([CH3:37])[CH3:38], predict the reactants needed to synthesize it. The reactants are: C(O[C:6](=[O:28])[NH:7][C@@H:8]([CH2:21][C:22]1[CH:27]=[CH:26][CH:25]=[CH:24][CH:23]=1)[CH:9]([C:11](=[O:20])[NH:12][CH2:13][C:14]1[CH:19]=[CH:18][CH:17]=[CH:16][CH:15]=1)[OH:10])(C)(C)C.C(O)(C(F)(F)F)=O.[C:36]([O:40][C:41]([NH:43][CH:44]([CH2:48][CH:49]1[CH2:54][CH2:53][O:52][CH2:51][CH2:50]1)C(O)=O)=[O:42])([CH3:39])([CH3:38])[CH3:37].CN(C(ON1N=NC2C=CC=NC1=2)=[N+](C)C)C.F[P-](F)(F)(F)(F)F.C(N(CC)C(C)C)(C)C. (10) Given the product [CH3:7][N:6]1[C:2]([N:17]2[CH2:18][C@H:13]([C:12]([F:28])([F:27])[F:11])[CH2:14][C@H:15]([NH:19][C:20](=[O:26])[O:21][C:22]([CH3:24])([CH3:23])[CH3:25])[CH2:16]2)=[C:3]([N+:8]([O-:10])=[O:9])[CH:4]=[N:5]1, predict the reactants needed to synthesize it. The reactants are: Cl[C:2]1[N:6]([CH3:7])[N:5]=[CH:4][C:3]=1[N+:8]([O-:10])=[O:9].[F:11][C:12]([F:28])([F:27])[C@H:13]1[CH2:18][NH:17][CH2:16][C@@H:15]([NH:19][C:20](=[O:26])[O:21][C:22]([CH3:25])([CH3:24])[CH3:23])[CH2:14]1.CCN(C(C)C)C(C)C.